Dataset: Reaction yield outcomes from USPTO patents with 853,638 reactions. Task: Predict the reaction yield, written as a fraction of the theoretical maximum amount of product (1.0 means a 100% yield; for example, 0.34 means a 34% yield). (1) The reactants are [Cl:1][C:2]1[CH:7]=[CH:6][CH:5]=[C:4]([N+:8]([O-:10])=[O:9])[C:3]=1Cl.[C:12]([O:16][C:17]([N:19]1[CH2:24][CH2:23][NH:22][CH2:21][CH2:20]1)=[O:18])([CH3:15])([CH3:14])[CH3:13].C([O-])([O-])=O.[K+].[K+]. The catalyst is C(#N)C. The product is [C:12]([O:16][C:17]([N:19]1[CH2:24][CH2:23][N:22]([C:3]2[C:4]([N+:8]([O-:10])=[O:9])=[CH:5][CH:6]=[CH:7][C:2]=2[Cl:1])[CH2:21][CH2:20]1)=[O:18])([CH3:15])([CH3:13])[CH3:14]. The yield is 0.700. (2) The reactants are Br.Br[CH2:3][C:4]1[N:5]=[C:6]2[C:11](=[N:12][CH:13]=1)[N:10]=[C:9]([NH2:14])[N:8]=[C:7]2[NH2:15].[NH2:16][CH2:17][C:18]12[CH2:27][CH:22]3[CH2:23][CH:24]([CH2:26][CH:20]([CH2:21]3)[CH2:19]1)[CH2:25]2.C(=O)(O)[O-]. The catalyst is CN(C)C(=O)C. The product is [C:18]12([CH2:17][NH:16][CH2:3][C:4]3[N:5]=[C:6]4[C:11](=[N:12][CH:13]=3)[N:10]=[C:9]([NH2:14])[N:8]=[C:7]4[NH2:15])[CH2:25][CH:24]3[CH2:23][CH:22]([CH2:21][CH:20]([CH2:26]3)[CH2:19]1)[CH2:27]2. The yield is 0.400. (3) The reactants are [NH2:1][C:2]1[CH:3]=[C:4]([CH:22]=[CH:23][CH:24]=1)[C:5]([NH:7][CH2:8][CH:9]([OH:21])[CH2:10][N:11]1[CH2:20][CH2:19][C:18]2[C:13](=[CH:14][CH:15]=[CH:16][CH:17]=2)[CH2:12]1)=[O:6].CC(O)=O.[O:29]1[CH2:33][CH2:32][C:31](=O)[CH2:30]1.[BH3-]C#N.[Na+]. The catalyst is CO. The product is [CH2:12]1[C:13]2[C:18](=[CH:17][CH:16]=[CH:15][CH:14]=2)[CH2:19][CH2:20][N:11]1[CH2:10][CH:9]([OH:21])[CH2:8][NH:7][C:5](=[O:6])[C:4]1[CH:22]=[CH:23][CH:24]=[C:2]([NH:1][CH:31]2[CH2:32][CH2:33][O:29][CH2:30]2)[CH:3]=1. The yield is 0.180. (4) The reactants are [C:1]1([CH:7](O)[CH:8]=[CH:9][CH3:10])[CH:6]=[CH:5][CH:4]=[CH:3][CH:2]=1.Cl.CC[O:15]CC.C(=O)(O)[O-].[Na+]. The catalyst is O1CCOCC1. The product is [C:1]1([CH:7]=[CH:8][CH:9]([OH:15])[CH3:10])[CH:6]=[CH:5][CH:4]=[CH:3][CH:2]=1. The yield is 0.968. (5) The reactants are C(OC(=O)[NH:7][CH2:8][CH2:9][NH:10][C:11]([C:13]1[N:14]([CH2:33][CH:34]([CH3:36])[CH3:35])[CH:15]=[C:16]([NH:18][C:19]([C:21]2[NH:22][C:23]3[C:28]([CH:29]=2)=[CH:27][C:26]([N+:30]([O-])=O)=[CH:25][CH:24]=3)=[O:20])[CH:17]=1)=[O:12])(C)(C)C.C(OC(=O)NCCNC(C1[NH:51][C:52]2[C:57]([CH:58]=1)=CC=C(N)C=2)=O)(C)(C)C.C([O:65]C(NCCC(O)=O)=O)(C)(C)C.CN(C(ON1N=NC2C=CC=CC1=2)=[N+](C)C)C.F[P-](F)(F)(F)(F)F.C1C=CC2N(O)N=NC=2C=1.CCN(C(C)C)C(C)C.C(O)(C(F)(F)F)=O.C1(OC)C=CC=CC=1. The catalyst is CN(C=O)C. The product is [NH2:7][CH2:8][CH2:9][NH:10][C:11]([C:13]1[N:14]([CH2:33][CH:34]([CH3:36])[CH3:35])[CH:15]=[C:16]([NH:18][C:19]([C:21]2[NH:22][C:23]3[C:24]([CH:29]=2)=[CH:25][C:26]([NH:30][C:58](=[O:65])[CH2:57][CH2:52][NH2:51])=[CH:27][CH:28]=3)=[O:20])[CH:17]=1)=[O:12]. The yield is 0.960. (6) The reactants are [CH3:1][CH:2]1[CH2:8][CH:7]([OH:9])[CH2:6][CH2:5][CH:4]([C:10]2[N:11]([CH3:18])[N:12]=[CH:13][C:14]=2[N+:15]([O-])=O)[O:3]1.[NH2:19][C:20]1[S:24][C:23]([C:25]2[C:30]([F:31])=[CH:29][CH:28]=[CH:27][C:26]=2[F:32])=[N:22][C:21]=1[C:33](O)=[O:34].CCN(C(C)C)C(C)C.CCCP(=O)=O. The catalyst is CO.[OH-].[OH-].[Pd+2]. The product is [NH2:19][C:20]1[S:24][C:23]([C:25]2[C:30]([F:31])=[CH:29][CH:28]=[CH:27][C:26]=2[F:32])=[N:22][C:21]=1[C:33]([NH:15][C:14]1[CH:13]=[N:12][N:11]([CH3:18])[C:10]=1[C@H:4]1[CH2:5][CH2:6][CH:7]([OH:9])[CH2:8][C@@H:2]([CH3:1])[O:3]1)=[O:34]. The yield is 0.0300.